From a dataset of Catalyst prediction with 721,799 reactions and 888 catalyst types from USPTO. Predict which catalyst facilitates the given reaction. Product: [CH3:29][O:28][C:24]1[CH:23]=[C:21]([NH:22][C:8](=[O:10])[CH2:7][CH:4]2[CH2:5][CH2:6][C:2](=[O:1])[CH2:3]2)[CH:20]=[C:19]([O:18][CH3:17])[C:25]=1[O:26][CH3:27]. The catalyst class is: 4. Reactant: [O:1]=[C:2]1[CH2:6][CH2:5][CH:4]([CH2:7][C:8]([OH:10])=O)[CH2:3]1.C(Cl)(=O)C(Cl)=O.[CH3:17][O:18][C:19]1[CH:20]=[C:21]([CH:23]=[C:24]([O:28][CH3:29])[C:25]=1[O:26][CH3:27])[NH2:22].N1C=CC=CC=1.